From a dataset of Full USPTO retrosynthesis dataset with 1.9M reactions from patents (1976-2016). Predict the reactants needed to synthesize the given product. (1) Given the product [Cl:2][C:3]1[CH:4]=[C:5]([CH2:10][N:11]2[CH:15]=[C:14]([NH:16][C:17]([C:19]3[CH:20]=[C:21]4[C:26](=[CH:27][CH:28]=3)[CH2:25][N:24]([C:33](=[O:34])[CH2:32][CH2:31][CH:30]([CH3:36])[CH3:29])[CH2:23][CH2:22]4)=[O:18])[CH:13]=[N:12]2)[CH:6]=[CH:7][C:8]=1[Cl:9], predict the reactants needed to synthesize it. The reactants are: Cl.[Cl:2][C:3]1[CH:4]=[C:5]([CH2:10][N:11]2[CH:15]=[C:14]([NH:16][C:17]([C:19]3[CH:20]=[C:21]4[C:26](=[CH:27][CH:28]=3)[CH2:25][NH:24][CH2:23][CH2:22]4)=[O:18])[CH:13]=[N:12]2)[CH:6]=[CH:7][C:8]=1[Cl:9].[CH3:29][CH:30]([CH3:36])[CH2:31][CH2:32][C:33](O)=[O:34].C1C=CC2N(O)N=NC=2C=1.CCN=C=NCCCN(C)C.Cl.C(N(CC)CC)C. (2) Given the product [Cl:1][C:2]1[CH:7]=[CH:6][CH:5]=[CH:4][C:3]=1[N:8]([CH3:25])[C:9]1[C:10]([N:15]([CH3:26])[C:16]2[CH:21]=[CH:20][CH:19]=[CH:18][C:17]=2[N+:22]([O-:24])=[O:23])=[CH:11][CH:12]=[CH:13][CH:14]=1, predict the reactants needed to synthesize it. The reactants are: [Cl:1][C:2]1[CH:7]=[CH:6][CH:5]=[CH:4][C:3]=1[N:8]([CH3:25])[C:9]1[C:10]([NH:15][C:16]2[CH:21]=[CH:20][CH:19]=[CH:18][C:17]=2[N+:22]([O-:24])=[O:23])=[CH:11][CH:12]=[CH:13][CH:14]=1.[CH3:26]N(C)C=O. (3) Given the product [Cl:23][C:19]1[CH:18]=[C:17]([CH:22]=[CH:21][CH:20]=1)[CH2:16][C:10]1[N:11]=[CH:12][C:13]2[NH:14][CH:15]=[C:6]([C:4]([OH:5])=[O:3])[C:7](=[O:24])[C:8]=2[N:9]=1, predict the reactants needed to synthesize it. The reactants are: C([O:3][C:4]([C:6]1[C:7](=[O:24])[C:8]2[N:9]=[C:10]([CH2:16][C:17]3[CH:22]=[CH:21][CH:20]=[C:19]([Cl:23])[CH:18]=3)[N:11]=[CH:12][C:13]=2[NH:14][CH:15]=1)=[O:5])C.Cl. (4) Given the product [OH:33][C@H:32]([C:41]1[CH:42]=[N:43][CH:44]=[CH:45][CH:46]=1)[CH2:31][NH:8][C@H:9]([CH3:30])[CH2:10][C:11]1[C:19]2[C:14](=[C:15]([O:20][CH:21]([CH2:27][CH2:28][CH3:29])[C:22]([OH:24])=[O:23])[CH:16]=[CH:17][CH:18]=2)[NH:13][CH:12]=1, predict the reactants needed to synthesize it. The reactants are: C(OC([N:8]([CH2:31][C@@H:32]([C:41]1[CH:42]=[N:43][CH:44]=[CH:45][CH:46]=1)[O:33][Si](CC)(CC)CC)[C@H:9]([CH3:30])[CH2:10][C:11]1[C:19]2[C:14](=[C:15]([O:20][CH:21]([CH2:27][CH2:28][CH3:29])[C:22]([O:24]CC)=[O:23])[CH:16]=[CH:17][CH:18]=2)[NH:13][CH:12]=1)=O)(C)(C)C.Cl.O. (5) Given the product [Cl:1][C:2]1[CH:10]=[C:9]2[C:5]([C:6]([Sn:22]([CH2:24][CH2:25][CH2:26][CH3:27])([CH2:28][CH2:29][CH2:30][CH3:31])[CH2:18][CH2:19][CH2:20][CH3:21])=[N:7][N:8]2[CH3:11])=[CH:4][CH:3]=1, predict the reactants needed to synthesize it. The reactants are: [Cl:1][C:2]1[CH:10]=[C:9]2[C:5]([C:6](I)=[N:7][N:8]2[CH3:11])=[CH:4][CH:3]=1.C([Mg]Cl)(C)C.[CH2:18]([Sn:22]([CH2:28][CH2:29][CH2:30][CH3:31])([CH2:24][CH2:25][CH2:26][CH3:27])Cl)[CH2:19][CH2:20][CH3:21]. (6) The reactants are: Br[C:2]1[CH:7]=[CH:6][C:5]([Cl:8])=[CH:4][C:3]=1[CH3:9].[CH:10]([C:12]1[CH:13]=[C:14](B(O)O)[CH:15]=[CH:16][C:17]=1[O:18][CH3:19])=[O:11]. Given the product [Cl:8][C:5]1[CH:6]=[CH:7][C:2]([C:14]2[CH:15]=[CH:16][C:17]([O:18][CH3:19])=[C:12]([CH:10]=[O:11])[CH:13]=2)=[C:3]([CH3:9])[CH:4]=1, predict the reactants needed to synthesize it. (7) Given the product [OH:8][C:9]1[C:10]([CH3:58])=[CH:11][C:12]([CH2:16][C@@H:17]([O:37][C:38]([N:40]2[CH2:41][CH2:42][CH:43]([N:46]3[CH2:52][CH2:51][C:50]4[CH:53]=[CH:54][CH:55]=[CH:56][C:49]=4[NH:48][C:47]3=[O:57])[CH2:44][CH2:45]2)=[O:39])[C:18]([N:20]2[CH2:21][CH2:22][CH:23]([N:26]3[CH2:31][CH2:30][CH:29]([C:32]([O:34][CH2:35][CH3:36])=[O:33])[CH2:28][CH2:27]3)[CH2:24][CH2:25]2)=[O:19])=[CH:13][C:14]=1[CH3:15], predict the reactants needed to synthesize it. The reactants are: C([O:8][C:9]1[C:14]([CH3:15])=[CH:13][C:12]([CH2:16][C@@H:17]([O:37][C:38]([N:40]2[CH2:45][CH2:44][CH:43]([N:46]3[CH2:52][CH2:51][C:50]4[CH:53]=[CH:54][CH:55]=[CH:56][C:49]=4[NH:48][C:47]3=[O:57])[CH2:42][CH2:41]2)=[O:39])[C:18]([N:20]2[CH2:25][CH2:24][CH:23]([N:26]3[CH2:31][CH2:30][CH:29]([C:32]([O:34][CH2:35][CH3:36])=[O:33])[CH2:28][CH2:27]3)[CH2:22][CH2:21]2)=[O:19])=[CH:11][C:10]=1[CH3:58])C1C=CC=CC=1.[H][H]. (8) Given the product [Br:3][C:4]1[CH:5]=[C:6]2[C:11](=[CH:12][CH:13]=1)[N:10]([CH2:16][C:17]([O:19][C:20]([CH3:23])([CH3:22])[CH3:21])=[O:18])[C:9](=[O:14])[CH2:8][CH2:7]2, predict the reactants needed to synthesize it. The reactants are: [H-].[Na+].[Br:3][C:4]1[CH:5]=[C:6]2[C:11](=[CH:12][CH:13]=1)[NH:10][C:9](=[O:14])[CH2:8][CH2:7]2.Br[CH2:16][C:17]([O:19][C:20]([CH3:23])([CH3:22])[CH3:21])=[O:18].